From a dataset of Catalyst prediction with 721,799 reactions and 888 catalyst types from USPTO. Predict which catalyst facilitates the given reaction. (1) Reactant: OC(C(F)(F)F)=O.[N:8]1([C:15]([C:17]2[CH:18]=[C:19]([CH:32]=[CH:33][C:34]=2[F:35])[CH2:20][C:21]2[C:30]3[C:25](=[CH:26][CH:27]=[CH:28][CH:29]=3)[C:24](=[O:31])[NH:23][N:22]=2)=[O:16])[CH2:14][CH2:13][CH2:12][NH:11][CH2:10][CH2:9]1.[O:36]=[C:37]([C:41]1[CH:46]=[CH:45][CH:44]=[CH:43][CH:42]=1)[C:38](O)=[O:39].CCN(C(C)C)C(C)C.CN(C(ON1N=NC2C=CC=NC1=2)=[N+](C)C)C.F[P-](F)(F)(F)(F)F. Product: [F:35][C:34]1[CH:33]=[CH:32][C:19]([CH2:20][C:21]2[C:30]3[C:25](=[CH:26][CH:27]=[CH:28][CH:29]=3)[C:24](=[O:31])[NH:23][N:22]=2)=[CH:18][C:17]=1[C:15]([N:8]1[CH2:14][CH2:13][CH2:12][N:11]([C:38](=[O:39])[C:37]([C:41]2[CH:46]=[CH:45][CH:44]=[CH:43][CH:42]=2)=[O:36])[CH2:10][CH2:9]1)=[O:16]. The catalyst class is: 3. (2) Reactant: [Br:1][C:2]1[C:3]([O:13][CH3:14])=[CH:4][C:5]([O:11][CH3:12])=[C:6]([CH:10]=1)[C:7](O)=[O:8].S(Cl)([Cl:17])=O. Product: [Br:1][C:2]1[C:3]([O:13][CH3:14])=[CH:4][C:5]([O:11][CH3:12])=[C:6]([CH:10]=1)[C:7]([Cl:17])=[O:8]. The catalyst class is: 11. (3) Reactant: [Si:1]([O:8][CH2:9][CH2:10][C@H:11]1[CH2:22][CH2:21][C:20]2[S:19][C:18]3[N:17]=[CH:16][N:15]=[C:14](Cl)[C:13]=3[C:12]1=2)([C:4]([CH3:7])([CH3:6])[CH3:5])([CH3:3])[CH3:2].[H-].[Na+].[N:26]1([C@H:32]2[CH2:37][CH2:36][C@H:35]([OH:38])[CH2:34][CH2:33]2)[CH2:31][CH2:30][O:29][CH2:28][CH2:27]1. Product: [Si:1]([O:8][CH2:9][CH2:10][C@H:11]1[CH2:22][CH2:21][C:20]2[S:19][C:18]3[C:13](=[C:14]([O:38][CH:35]4[CH2:34][CH2:33][CH:32]([N:26]5[CH2:31][CH2:30][O:29][CH2:28][CH2:27]5)[CH2:37][CH2:36]4)[N:15]=[CH:16][N:17]=3)[C:12]1=2)([C:4]([CH3:7])([CH3:6])[CH3:5])([CH3:3])[CH3:2]. The catalyst class is: 1. (4) Reactant: ClC(Cl)(Cl)CO[C:5](=[O:45])[NH:6][C:7]1[CH:12]=[CH:11][C:10]([S:13][C:14]2[CH:19]=[CH:18][C:17]([C:20](=[O:30])[NH:21][C:22]3[CH:27]=[CH:26][C:25]([CH3:28])=[C:24]([F:29])[CH:23]=3)=[CH:16][C:15]=2[NH:31][C:32]2[C:33]3[CH:41]=[CH:40][C:39]([CH:42]([CH3:44])[CH3:43])=[N:38][C:34]=3[N:35]=[CH:36][N:37]=2)=[CH:9][CH:8]=1.C1CCN2[C:51](=[N:52][CH2:53]CC2)CC1.CNC. Product: [CH3:51][N:52]([CH3:53])[C:5](=[O:45])[NH:6][C:7]1[CH:8]=[CH:9][C:10]([S:13][C:14]2[CH:19]=[CH:18][C:17]([C:20]([NH:21][C:22]3[CH:27]=[CH:26][C:25]([CH3:28])=[C:24]([F:29])[CH:23]=3)=[O:30])=[CH:16][C:15]=2[NH:31][C:32]2[C:33]3[CH:41]=[CH:40][C:39]([CH:42]([CH3:44])[CH3:43])=[N:38][C:34]=3[N:35]=[CH:36][N:37]=2)=[CH:11][CH:12]=1. The catalyst class is: 7. (5) Reactant: O=C1[NH:7][C:6]([C:8]2[CH:13]=[CH:12][C:11]([C:14]([F:17])([F:16])[F:15])=[CH:10][CH:9]=2)=[CH:5][N:4]2[C:18]([C:21]#[N:22])=[CH:19][CH:20]=[C:3]12.Cl.[NH2:24][OH:25].C(N(CC)C(C)C)(C)C.[CH3:35][OH:36]. Product: [OH:25][NH:24][C:21]([C:18]1[N:4]2[CH:5]=[C:6]([C:8]3[CH:9]=[CH:10][C:11]([C:14]([F:17])([F:15])[F:16])=[CH:12][CH:13]=3)[NH:7][C:35](=[O:36])[C:3]2=[CH:20][CH:19]=1)=[NH:22]. The catalyst class is: 306. (6) The catalyst class is: 716. Product: [CH3:1][N+:2]1([CH3:26])[C@@H:3]2[C@@H:9]3[O:10][C@@H:8]3[C@H:7]1[CH2:6][C@@H:5]([O:11][C:12]([C:14]([OH:25])([C:15]1[S:19][CH:18]=[CH:17][CH:16]=1)[C:20]1[S:24][CH:23]=[CH:22][CH:21]=1)=[O:13])[CH2:4]2.[F:33][C:34]([F:40])([F:39])[S:35]([O-:38])(=[O:37])=[O:36].[CH3:1][N+:2]1([CH3:26])[C@@H:3]2[C@@H:9]3[O:10][C@@H:8]3[C@H:7]1[CH2:6][C@@H:5]([O:11][C:12]([C:14]([OH:25])([C:15]1[S:19][CH:18]=[CH:17][CH:16]=1)[C:20]1[S:24][CH:23]=[CH:22][CH:21]=1)=[O:13])[CH2:4]2. Reactant: [CH3:1][N+:2]1([CH3:26])[C@@H:7]2[C@@H:8]3[O:10][C@@H:9]3[C@H:3]1[CH2:4][C@@H:5]([O:11][C:12]([C:14]([OH:25])([C:20]1[S:24][CH:23]=[CH:22][CH:21]=1)[C:15]1[S:19][CH:18]=[CH:17][CH:16]=1)=[O:13])[CH2:6]2.O.[Br-].C(=O)(O)[O-].[F:33][C:34]([F:40])([F:39])[S:35]([OH:38])(=[O:37])=[O:36].